From a dataset of NCI-60 drug combinations with 297,098 pairs across 59 cell lines. Regression. Given two drug SMILES strings and cell line genomic features, predict the synergy score measuring deviation from expected non-interaction effect. (1) Drug 1: CC(C)NC(=O)C1=CC=C(C=C1)CNNC.Cl. Drug 2: N.N.Cl[Pt+2]Cl. Cell line: SK-MEL-5. Synergy scores: CSS=61.5, Synergy_ZIP=-2.84, Synergy_Bliss=-0.777, Synergy_Loewe=-4.34, Synergy_HSA=3.37. (2) Drug 1: C1=CC=C(C(=C1)C(C2=CC=C(C=C2)Cl)C(Cl)Cl)Cl. Drug 2: CC1C(C(CC(O1)OC2CC(CC3=C2C(=C4C(=C3O)C(=O)C5=C(C4=O)C(=CC=C5)OC)O)(C(=O)CO)O)N)O.Cl. Cell line: OVCAR-8. Synergy scores: CSS=42.9, Synergy_ZIP=-5.69, Synergy_Bliss=-5.34, Synergy_Loewe=-2.05, Synergy_HSA=-0.643. (3) Synergy scores: CSS=44.9, Synergy_ZIP=3.23, Synergy_Bliss=3.08, Synergy_Loewe=-12.4, Synergy_HSA=6.28. Drug 2: CC1CCCC2(C(O2)CC(NC(=O)CC(C(C(=O)C(C1O)C)(C)C)O)C(=CC3=CSC(=N3)C)C)C. Drug 1: CNC(=O)C1=NC=CC(=C1)OC2=CC=C(C=C2)NC(=O)NC3=CC(=C(C=C3)Cl)C(F)(F)F. Cell line: PC-3.